Task: Predict which catalyst facilitates the given reaction.. Dataset: Catalyst prediction with 721,799 reactions and 888 catalyst types from USPTO (1) Reactant: [CH2:1]([C:3]1[O:7][C:6]([CH2:8][CH2:9][NH:10][C:11]([NH:13][C:14]2[S:15][C:16]([C:20]3[CH:25]=[C:24]([CH3:26])[N:23]=[C:22](S(C)(=O)=O)[N:21]=3)=[C:17]([CH3:19])[N:18]=2)=[O:12])=[N:5][CH:4]=1)[CH3:2].[CH3:31][NH:32][CH3:33]. Product: [CH3:31][N:32]([CH3:33])[C:22]1[N:21]=[C:20]([C:16]2[S:15][C:14]([NH:13][C:11]([NH:10][CH2:9][CH2:8][C:6]3[O:7][C:3]([CH2:1][CH3:2])=[CH:4][N:5]=3)=[O:12])=[N:18][C:17]=2[CH3:19])[CH:25]=[C:24]([CH3:26])[N:23]=1. The catalyst class is: 3. (2) Reactant: [Cl:1][C:2]1[CH:3]=[CH:4][C:5]([C:25]#[N:26])=[C:6]([C:8]2[C:13]([O:14][CH3:15])=[CH:12][N:11]([CH2:16][C:17]([O:19][C:20]([CH3:23])([CH3:22])[CH3:21])=[O:18])[C:10](=[O:24])[CH:9]=2)[CH:7]=1.[O:27]1[CH2:31][CH2:30][CH:29]([CH:32]=[O:33])[CH2:28]1.[Cl-].[NH4+]. Product: [Cl:1][C:2]1[CH:3]=[CH:4][C:5]([C:25]#[N:26])=[C:6]([C:8]2[C:13]([O:14][CH3:15])=[CH:12][N:11]([CH:16]([CH:32]([OH:33])[CH:29]3[CH2:30][CH2:31][O:27][CH2:28]3)[C:17]([O:19][C:20]([CH3:21])([CH3:22])[CH3:23])=[O:18])[C:10](=[O:24])[CH:9]=2)[CH:7]=1. The catalyst class is: 7. (3) The catalyst class is: 20. Reactant: [NH2:1][CH2:2][CH2:3][C:4]1[CH:9]=[CH:8][C:7]([OH:10])=[CH:6][CH:5]=1.C(=O)(O)[O-].[Na+].Cl[C:17]([O:19][CH3:20])=[O:18]. Product: [CH3:20][O:19][C:17](=[O:18])[NH:1][CH2:2][CH2:3][C:4]1[CH:9]=[CH:8][C:7]([OH:10])=[CH:6][CH:5]=1. (4) The catalyst class is: 9. Product: [CH:18]1([C:16]([NH:15][C:13]2[N:14]=[C:9]3[CH:8]=[CH:7][C:6]([O:5][C:4]4[CH:21]=[CH:22][C:23]([CH3:24])=[C:2]([NH:1][C:30](=[O:31])[C:29]5[CH:33]=[CH:34][CH:35]=[C:27]([C:26]([F:25])([F:36])[F:37])[CH:28]=5)[CH:3]=4)=[N:11][N:10]3[CH:12]=2)=[O:17])[CH2:20][CH2:19]1. Reactant: [NH2:1][C:2]1[CH:3]=[C:4]([CH:21]=[CH:22][C:23]=1[CH3:24])[O:5][C:6]1[CH:7]=[CH:8][C:9]2[N:10]([CH:12]=[C:13]([NH:15][C:16]([CH:18]3[CH2:20][CH2:19]3)=[O:17])[N:14]=2)[N:11]=1.[F:25][C:26]([F:37])([F:36])[C:27]1[CH:28]=[C:29]([CH:33]=[CH:34][CH:35]=1)[C:30](O)=[O:31].Cl.CN(C)CCCN=C=NCC.ON1C2C=CC=CC=2N=N1. (5) Reactant: [CH2:1]([O:3][C:4](=[O:28])[CH2:5][C:6]1[N:7]=[C:8]([NH:11][C:12](=[O:27])[CH:13]([C:20]2[CH:25]=[CH:24][CH:23]=[C:22]([Cl:26])[CH:21]=2)[CH2:14][CH:15]2[CH2:19][CH2:18][CH2:17][CH2:16]2)[S:9][CH:10]=1)C. Product: [CH3:1][O:3][C:4](=[O:28])[CH2:5][C:6]1[N:7]=[C:8]([NH:11][C:12](=[O:27])[CH:13]([C:20]2[CH:25]=[CH:24][CH:23]=[C:22]([Cl:26])[CH:21]=2)[CH2:14][CH:15]2[CH2:16][CH2:17][CH2:18][CH2:19]2)[S:9][CH:10]=1. The catalyst class is: 5. (6) Reactant: [CH2:1]([O:3][C:4]([N:6]1[CH2:11][CH2:10][N:9]([C:12](=[O:37])[C@@H:13]([NH:22][C:23]([C:25]2[CH:34]=[C:33](O)[C:32]3[C:27](=[CH:28][C:29]([CH3:36])=[CH:30][CH:31]=3)[N:26]=2)=[O:24])[CH2:14][C:15]([O:17]C(C)(C)C)=[O:16])[CH2:8][CH2:7]1)=[O:5])[CH3:2].[CH2:38]([O:45][C:46](=[O:50])[C@@H:47]([OH:49])[CH3:48])[C:39]1[CH:44]=[CH:43][CH:42]=[CH:41][CH:40]=1.C1(P(C2C=CC=CC=2)C2C=CC=CC=2)C=CC=CC=1.N(C(OCC)=O)=NC(OCC)=O. Product: [CH2:1]([O:3][C:4]([N:6]1[CH2:11][CH2:10][N:9]([C:12](=[O:37])[C@@H:13]([NH:22][C:23]([C:25]2[CH:34]=[C:33]([O:49][C@@H:47]([C:46]([O:45][CH2:38][C:39]3[CH:44]=[CH:43][CH:42]=[CH:41][CH:40]=3)=[O:50])[CH3:48])[C:32]3[C:27](=[CH:28][C:29]([CH3:36])=[CH:30][CH:31]=3)[N:26]=2)=[O:24])[CH2:14][C:15]([OH:17])=[O:16])[CH2:8][CH2:7]1)=[O:5])[CH3:2]. The catalyst class is: 20. (7) Reactant: C([N:8]1[CH:13]2[CH2:14][C:15]([CH2:25][C:26]([O:28][CH2:29][CH3:30])=[O:27])([NH:17][C:18]([O:20][C:21]([CH3:24])([CH3:23])[CH3:22])=[O:19])[CH2:16][CH:9]1[CH2:10][O:11][CH2:12]2)C1C=CC=CC=1. Product: [C:21]([O:20][C:18]([NH:17][C:15]1([CH2:25][C:26]([O:28][CH2:29][CH3:30])=[O:27])[CH2:14][CH:13]2[NH:8][CH:9]([CH2:10][O:11][CH2:12]2)[CH2:16]1)=[O:19])([CH3:24])([CH3:23])[CH3:22]. The catalyst class is: 19.